Dataset: Reaction yield outcomes from USPTO patents with 853,638 reactions. Task: Predict the reaction yield, written as a fraction of the theoretical maximum amount of product (1.0 means a 100% yield; for example, 0.34 means a 34% yield). The reactants are [CH3:1][C:2]1[N:3]=[CH:4][C:5]([CH2:8][NH:9][C:10]([NH2:12])=[S:11])=[N:6][CH:7]=1.[O-]CC.[Na+].[C:17]([CH2:19][C:20](OCC)=[O:21])#[N:18].Cl. No catalyst specified. The product is [NH2:18][C:17]1[N:9]([CH2:8][C:5]2[CH:4]=[N:3][C:2]([CH3:1])=[CH:7][N:6]=2)[C:10](=[S:11])[NH:12][C:20](=[O:21])[CH:19]=1. The yield is 0.810.